Dataset: Forward reaction prediction with 1.9M reactions from USPTO patents (1976-2016). Task: Predict the product of the given reaction. (1) The product is: [CH3:1][C:2]1([CH2:9][C:10]([OH:12])=[O:11])[S:6][C:5](=[O:7])[NH:4][C:3]1=[O:8]. Given the reactants [CH3:1][C:2]1([CH2:9][C:10]([O:12]C)=[O:11])[S:6][C:5](=[O:7])[NH:4][C:3]1=[O:8].[Li+].[OH-], predict the reaction product. (2) Given the reactants C(O)(=O)C.[CH:5]1([O:10][C:11]2[CH:12]=[C:13]([CH:16]=[CH:17][C:18]=2[O:19][CH3:20])[CH:14]=O)[CH2:9][CH2:8][CH2:7][CH2:6]1.[I:21][C:22]1[CH:23]=[CH:24][C:25]([NH2:28])=[N:26][CH:27]=1.C(O[BH-](OC(=O)C)OC(=O)C)(=O)C.[Na+], predict the reaction product. The product is: [CH:5]1([O:10][C:11]2[CH:12]=[C:13]([CH:16]=[CH:17][C:18]=2[O:19][CH3:20])[CH2:14][NH:28][C:25]2[CH:24]=[CH:23][C:22]([I:21])=[CH:27][N:26]=2)[CH2:9][CH2:8][CH2:7][CH2:6]1. (3) Given the reactants [N+:1]([C:4]1[CH:9]=[CH:8][CH:7]=[CH:6][C:5]=1[NH:10]N=C(C(=O)CC)CC)([O-:3])=[O:2].[OH-:19].[Na+], predict the reaction product. The product is: [CH3:6][C:5]1[C:6]2[C:5](=[C:4]([N+:1]([O-:3])=[O:2])[CH:9]=[CH:8][CH:7]=2)[NH:10][C:4]=1[C:9](=[O:19])[CH2:8][CH3:7].